This data is from Catalyst prediction with 721,799 reactions and 888 catalyst types from USPTO. The task is: Predict which catalyst facilitates the given reaction. (1) Product: [Cl:1][C:2]1[CH:3]=[N:4][C:5]2[C:10]([C:11]=1/[CH:12]=[CH:13]\[C:14]13[CH2:15][CH2:16][C:17]([NH2:29])([CH2:20][CH2:21]1)[CH2:18][CH2:19]3)=[N:9][C:8]([O:25][CH3:26])=[CH:7][CH:6]=2. Reactant: [Cl:1][C:2]1[CH:3]=[N:4][C:5]2[C:10]([C:11]=1/[CH:12]=[CH:13]\[C:14]13[CH2:21][CH2:20][C:17](C(O)=O)([CH2:18][CH2:19]1)[CH2:16][CH2:15]3)=[N:9][C:8]([O:25][CH3:26])=[CH:7][CH:6]=2.C([N:29](CC)CC)C.C1(P(N=[N+]=[N-])(C2C=CC=CC=2)=O)C=CC=CC=1. The catalyst class is: 11. (2) Reactant: [CH3:1][C:2]1([CH2:12][OH:13])[CH2:11][CH2:10][C:5]2([O:9][CH2:8][CH2:7][O:6]2)[CH2:4][CH2:3]1.[Cl:14][C:15]1[C:16](F)=[CH:17][C:18]([F:28])=[C:19]([CH:27]=1)[C:20]([O:22][C:23]([CH3:26])([CH3:25])[CH3:24])=[O:21].C(=O)([O-])[O-].[Cs+].[Cs+]. Product: [Cl:14][C:15]1[C:16]([O:13][CH2:12][C:2]2([CH3:1])[CH2:11][CH2:10][C:5]3([O:6][CH2:7][CH2:8][O:9]3)[CH2:4][CH2:3]2)=[CH:17][C:18]([F:28])=[C:19]([CH:27]=1)[C:20]([O:22][C:23]([CH3:24])([CH3:25])[CH3:26])=[O:21]. The catalyst class is: 16. (3) Reactant: Cl[C:2]1[CH:7]=[C:6]([Cl:8])[N:5]=[CH:4][N:3]=1.Cl.[S:10]([N:14]1[CH2:19][CH2:18][NH:17][CH2:16][CH2:15]1)([CH3:13])(=[O:12])=[O:11].C(N(CC)CC)C. Product: [Cl:8][C:6]1[N:5]=[CH:4][N:3]=[C:2]([N:17]2[CH2:18][CH2:19][N:14]([S:10]([CH3:13])(=[O:12])=[O:11])[CH2:15][CH2:16]2)[CH:7]=1. The catalyst class is: 8. (4) Reactant: CCN(C(C)C)C(C)C.OC(C(F)(F)F)=O.[NH2:17][CH2:18][C:19]([N:21]1[CH2:26][CH2:25][N:24]([C:27](=[O:38])[C:28]2[CH:33]=[CH:32][CH:31]=[CH:30][C:29]=2[C:34]([F:37])([F:36])[F:35])[CH2:23][CH2:22]1)=[O:20].C1C=CC2N(O)N=NC=2C=1.CCN=C=NCCCN(C)C.Cl.[O:61]([C:68]1[CH:69]=[C:70]([CH:74]=[CH:75][CH:76]=1)[C:71](O)=[O:72])[C:62]1[CH:67]=[CH:66][CH:65]=[CH:64][CH:63]=1. Product: [O:20]=[C:19]([N:21]1[CH2:22][CH2:23][N:24]([C:27](=[O:38])[C:28]2[CH:33]=[CH:32][CH:31]=[CH:30][C:29]=2[C:34]([F:37])([F:35])[F:36])[CH2:25][CH2:26]1)[CH2:18][NH:17][C:71](=[O:72])[C:70]1[CH:74]=[CH:75][CH:76]=[C:68]([O:61][C:62]2[CH:63]=[CH:64][CH:65]=[CH:66][CH:67]=2)[CH:69]=1. The catalyst class is: 18. (5) Product: [Br:1][C:2]1[CH:3]=[C:4]2[C:8](=[CH:9][CH:10]=1)[CH2:7][C@H:6]([CH2:11][OH:12])[CH2:5]2. Reactant: [Br:1][C:2]1[CH:3]=[C:4]2[C:8](=[CH:9][CH:10]=1)[CH2:7][C@H:6]([C:11](O)=[O:12])[CH2:5]2.O. The catalyst class is: 1. (6) The catalyst class is: 112. Reactant: [F:1][C:2]([F:34])([F:33])[C:3]1[CH:4]=[C:5]([CH:30]=[CH:31][CH:32]=1)[CH2:6][NH:7][C:8](=[O:29])[C:9]1[CH:14]=[CH:13][N:12]=[C:11]([C:15]2[CH:20]=[C:19]([O:21][CH:22]3[CH2:27][CH2:26][O:25][CH2:24][CH2:23]3)[CH:18]=[CH:17][C:16]=2[NH2:28])[CH:10]=1.[C:35]([O:39][C:40](=[O:54])[CH2:41][CH2:42][S:43][CH2:44][C:45]1[CH:46]=[C:47]([CH:51]=[CH:52][CH:53]=1)[C:48](O)=[O:49])([CH3:38])([CH3:37])[CH3:36].CCN=C=NCCCN(C)C.Cl. Product: [F:34][C:2]([F:1])([F:33])[C:3]1[CH:4]=[C:5]([CH:30]=[CH:31][CH:32]=1)[CH2:6][NH:7][C:8]([C:9]1[CH:14]=[CH:13][N:12]=[C:11]([C:15]2[CH:20]=[C:19]([O:21][CH:22]3[CH2:27][CH2:26][O:25][CH2:24][CH2:23]3)[CH:18]=[CH:17][C:16]=2[NH:28][C:48]([C:47]2[CH:46]=[C:45]([CH:53]=[CH:52][CH:51]=2)[CH2:44][S:43][CH2:42][CH2:41][C:40]([O:39][C:35]([CH3:38])([CH3:36])[CH3:37])=[O:54])=[O:49])[CH:10]=1)=[O:29]. (7) Reactant: Br[C:2]1[C:3]([CH3:33])=[CH:4][C:5]([O:29][CH:30]([CH3:32])[CH3:31])=[C:6]([NH:8][C:9]2[N:14]=[C:13]([NH:15][C:16]3[CH:21]=[CH:20][CH:19]=[CH:18][C:17]=3[S:22]([CH:25]([CH3:27])[CH3:26])(=[O:24])=[O:23])[C:12]([CH3:28])=[CH:11][N:10]=2)[CH:7]=1.CC1(C)C(C)(C)OB([C:42]2[CH:43]=[N:44][N:45]([CH2:47][CH2:48][N:49]3[CH2:54][CH2:53][O:52][CH2:51][CH2:50]3)[CH:46]=2)O1.[O-]P([O-])([O-])=O.[K+].[K+].[K+].C1(P(C2CCCCC2)C2CCCCC2)CCCCC1. Product: [CH:30]([O:29][C:5]1[CH:4]=[C:3]([CH3:33])[C:2]([C:42]2[CH:43]=[N:44][N:45]([CH2:47][CH2:48][N:49]3[CH2:54][CH2:53][O:52][CH2:51][CH2:50]3)[CH:46]=2)=[CH:7][C:6]=1[NH:8][C:9]1[N:14]=[C:13]([NH:15][C:16]2[CH:21]=[CH:20][CH:19]=[CH:18][C:17]=2[S:22]([CH:25]([CH3:27])[CH3:26])(=[O:24])=[O:23])[C:12]([CH3:28])=[CH:11][N:10]=1)([CH3:32])[CH3:31]. The catalyst class is: 333. (8) Reactant: [Cl:1][C:2]1[CH:25]=[CH:24][C:5]([C:6]([NH:8][C:9]2[N:13]([CH2:14][CH:15]3[CH2:19][CH2:18][CH2:17][NH:16]3)[C:12]3[CH:20]=[CH:21][CH:22]=[CH:23][C:11]=3[N:10]=2)=[O:7])=[CH:4][CH:3]=1.[C:26](Cl)(=[O:29])[CH:27]=[CH2:28].[OH-].[Na+]. The catalyst class is: 1. Product: [C:26]([N:16]1[CH2:17][CH2:18][CH2:19][CH:15]1[CH2:14][N:13]1[C:12]2[CH:20]=[CH:21][CH:22]=[CH:23][C:11]=2[N:10]=[C:9]1[NH:8][C:6](=[O:7])[C:5]1[CH:4]=[CH:3][C:2]([Cl:1])=[CH:25][CH:24]=1)(=[O:29])[CH:27]=[CH2:28].